Task: Predict the product of the given reaction.. Dataset: Forward reaction prediction with 1.9M reactions from USPTO patents (1976-2016) (1) Given the reactants [CH3:1][O:2][C:3](=[O:12])[C:4]1[CH:9]=[CH:8][C:7]([CH3:10])=[CH:6][C:5]=1[Br:11].C1C(=O)N([Br:20])C(=O)C1.C(OOC(=O)C1C=CC=CC=1)(=O)C1C=CC=CC=1, predict the reaction product. The product is: [CH3:1][O:2][C:3](=[O:12])[C:4]1[CH:9]=[CH:8][C:7]([CH2:10][Br:20])=[CH:6][C:5]=1[Br:11]. (2) Given the reactants [C:1]1([C:7]2[CH:8]=[C:9]([OH:13])[CH:10]=[CH:11][CH:12]=2)[CH:6]=[CH:5][CH:4]=[CH:3][CH:2]=1.[CH2:14]([CH:16]1[O:18][CH2:17]1)Br.C(=O)([O-])[O-].[K+].[K+], predict the reaction product. The product is: [CH2:14]([O:13][C:9]1[CH:10]=[CH:11][CH:12]=[C:7]([C:1]2[CH:2]=[CH:3][CH:4]=[CH:5][CH:6]=2)[CH:8]=1)[CH:16]1[O:18][CH2:17]1. (3) Given the reactants [Cl:1][C:2]1[C:3]([Cl:11])=[N:4][CH:5]=[C:6]([CH:10]=1)[C:7](O)=[O:8].CN(C)C=O.S(Cl)([Cl:19])=O.C(=O)(O)[O-].[Na+], predict the reaction product. The product is: [Cl:1][C:2]1[C:3]([Cl:11])=[N:4][CH:5]=[C:6]([CH:10]=1)[C:7]([Cl:19])=[O:8]. (4) The product is: [CH2:8]([C:7]1[C:6]([CH:18]=[O:21])=[CH:24][N:11]([C:12]2[CH:17]=[CH:16][CH:15]=[CH:14][CH:13]=2)[N:10]=1)[CH3:9]. Given the reactants P(Cl)(Cl)(Cl)=O.[CH3:6]/[C:7](=[N:10]\[NH:11][C:12]1[CH:17]=[CH:16][CH:15]=[CH:14][CH:13]=1)/[CH2:8][CH3:9].[C:18](=[O:21])([O-])[O-].[K+].[K+].[CH3:24]N(C)C=O, predict the reaction product. (5) Given the reactants [F:1][C:2]1[CH:3]=[C:4]([NH2:8])[CH:5]=[CH:6][CH:7]=1.C(OC([NH:16][CH2:17][CH2:18][CH2:19][CH2:20][C@H:21]([NH:25][C:26]([O:28][CH2:29][CH:30]1[C:42]2[CH:41]=[CH:40][CH:39]=[CH:38][C:37]=2[C:36]2[C:31]1=[CH:32][CH:33]=[CH:34][CH:35]=2)=[O:27])[C:22](O)=[O:23])=O)(C)(C)C, predict the reaction product. The product is: [CH:32]1[C:31]2[CH:30]([CH2:29][O:28][C:26](=[O:27])[NH:25][C@H:21]([C:22](=[O:23])[NH:8][C:4]3[CH:5]=[CH:6][CH:7]=[C:2]([F:1])[CH:3]=3)[CH2:20][CH2:19][CH2:18][CH2:17][NH2:16])[C:42]3[C:37](=[CH:38][CH:39]=[CH:40][CH:41]=3)[C:36]=2[CH:35]=[CH:34][CH:33]=1.